From a dataset of NCI-60 drug combinations with 297,098 pairs across 59 cell lines. Regression. Given two drug SMILES strings and cell line genomic features, predict the synergy score measuring deviation from expected non-interaction effect. (1) Drug 1: C1=CC(=CC=C1CC(C(=O)O)N)N(CCCl)CCCl.Cl. Drug 2: CC1CCCC2(C(O2)CC(NC(=O)CC(C(C(=O)C(C1O)C)(C)C)O)C(=CC3=CSC(=N3)C)C)C. Cell line: HCC-2998. Synergy scores: CSS=13.9, Synergy_ZIP=-3.75, Synergy_Bliss=1.44, Synergy_Loewe=-7.73, Synergy_HSA=-0.0337. (2) Drug 1: CC1C(C(CC(O1)OC2CC(CC3=C2C(=C4C(=C3O)C(=O)C5=C(C4=O)C(=CC=C5)OC)O)(C(=O)C)O)N)O.Cl. Cell line: K-562. Drug 2: C1C(C(OC1N2C=C(C(=O)NC2=O)F)CO)O. Synergy scores: CSS=48.3, Synergy_ZIP=-3.43, Synergy_Bliss=-2.10, Synergy_Loewe=0.452, Synergy_HSA=2.60. (3) Drug 1: C1=CC(=CC=C1CCC2=CNC3=C2C(=O)NC(=N3)N)C(=O)NC(CCC(=O)O)C(=O)O. Drug 2: CC12CCC3C(C1CCC2OP(=O)(O)O)CCC4=C3C=CC(=C4)OC(=O)N(CCCl)CCCl.[Na+]. Cell line: MOLT-4. Synergy scores: CSS=73.7, Synergy_ZIP=3.07, Synergy_Bliss=3.23, Synergy_Loewe=-22.0, Synergy_HSA=3.13. (4) Drug 1: C1=CC(=CC=C1CC(C(=O)O)N)N(CCCl)CCCl.Cl. Drug 2: C1CN1P(=S)(N2CC2)N3CC3. Cell line: RPMI-8226. Synergy scores: CSS=36.5, Synergy_ZIP=-9.10, Synergy_Bliss=-1.59, Synergy_Loewe=-4.47, Synergy_HSA=-2.93. (5) Drug 1: C1=NC(=NC(=O)N1C2C(C(C(O2)CO)O)O)N. Drug 2: CS(=O)(=O)CCNCC1=CC=C(O1)C2=CC3=C(C=C2)N=CN=C3NC4=CC(=C(C=C4)OCC5=CC(=CC=C5)F)Cl. Cell line: A549. Synergy scores: CSS=7.22, Synergy_ZIP=-4.99, Synergy_Bliss=0.570, Synergy_Loewe=-2.30, Synergy_HSA=0.315. (6) Synergy scores: CSS=40.4, Synergy_ZIP=-0.0584, Synergy_Bliss=-3.04, Synergy_Loewe=-11.9, Synergy_HSA=-4.85. Cell line: SR. Drug 1: C1=NC2=C(N1)C(=S)N=C(N2)N. Drug 2: CCN(CC)CCNC(=O)C1=C(NC(=C1C)C=C2C3=C(C=CC(=C3)F)NC2=O)C. (7) Drug 1: C1CC(=O)NC(=O)C1N2C(=O)C3=CC=CC=C3C2=O. Drug 2: CC(C)CN1C=NC2=C1C3=CC=CC=C3N=C2N. Cell line: NCI-H460. Synergy scores: CSS=-1.96, Synergy_ZIP=0.677, Synergy_Bliss=-0.784, Synergy_Loewe=-2.08, Synergy_HSA=-2.08. (8) Drug 1: CC1=C(C=C(C=C1)C(=O)NC2=CC(=CC(=C2)C(F)(F)F)N3C=C(N=C3)C)NC4=NC=CC(=N4)C5=CN=CC=C5. Drug 2: CCN(CC)CCCC(C)NC1=C2C=C(C=CC2=NC3=C1C=CC(=C3)Cl)OC. Cell line: OVCAR-4. Synergy scores: CSS=13.7, Synergy_ZIP=-4.85, Synergy_Bliss=1.27, Synergy_Loewe=-3.86, Synergy_HSA=2.00.